Dataset: Forward reaction prediction with 1.9M reactions from USPTO patents (1976-2016). Task: Predict the product of the given reaction. (1) Given the reactants [CH3:1][O:2][C:3]([C@H:5]1[N:9]2[C:10](=[O:33])[C:11]([CH2:31][NH2:32])=[C:12]([CH2:20][C:21]3[C:30]4[C:25](=[CH:26][CH:27]=[CH:28][CH:29]=4)[CH:24]=[CH:23][CH:22]=3)[C:13]([C:14]3[CH:19]=[CH:18]C=CC=3)=[C:8]2[S:7][CH2:6]1)=[O:4].COC([C@H]1N2C(=O)C(C#N)=C(CC3C4C(=CC=CC=4)C=CC=3)C(C3C=CC=CC=3)=C2SC1)=O.COC(C1N2C(=O)C(C#N)=C(CC3C4C(=CC=CC=4)C=CC=3)C(C3CC3)=C2SC1)=O, predict the reaction product. The product is: [CH3:1][O:2][C:3]([C@H:5]1[N:9]2[C:10](=[O:33])[C:11]([CH2:31][NH2:32])=[C:12]([CH2:20][C:21]3[C:30]4[C:25](=[CH:26][CH:27]=[CH:28][CH:29]=4)[CH:24]=[CH:23][CH:22]=3)[C:13]([CH:14]3[CH2:18][CH2:19]3)=[C:8]2[S:7][CH2:6]1)=[O:4]. (2) Given the reactants [O:1]([C:8]1[CH:13]=[CH:12][CH:11]=[CH:10][C:9]=1[CH2:14][OH:15])[C:2]1[CH:7]=[CH:6][CH:5]=[CH:4][CH:3]=1.[CH3:16][O:17][C:18](=[O:27])[CH2:19][C:20]1[CH:25]=[CH:24][C:23](O)=[CH:22][CH:21]=1.C1(P(C2C=CC=CC=2)C2C=CC=CC=2)C=CC=CC=1.N(C(OCC)=O)=NC(OCC)=O, predict the reaction product. The product is: [CH3:16][O:17][C:18](=[O:27])[CH2:19][C:20]1[CH:21]=[CH:22][C:23]([O:15][CH2:14][C:9]2[CH:10]=[CH:11][CH:12]=[CH:13][C:8]=2[O:1][C:2]2[CH:3]=[CH:4][CH:5]=[CH:6][CH:7]=2)=[CH:24][CH:25]=1. (3) Given the reactants [F:1][C:2]1[CH:7]=[CH:6][C:5]([OH:8])=[CH:4][C:3]=1[B:9]([OH:11])[OH:10].O[C:13]([C:16](O)([CH3:18])[CH3:17])([CH3:15])[CH3:14], predict the reaction product. The product is: [F:1][C:2]1[CH:7]=[CH:6][C:5]([OH:8])=[CH:4][C:3]=1[B:9]1[O:10][C:16]([CH3:18])([CH3:17])[C:13]([CH3:15])([CH3:14])[O:11]1. (4) Given the reactants [CH:1]1([C:7]2[CH:32]=[CH:31][C:10]([C:11]([N:13]3[C:19]4[CH:20]=[C:21]([C:24]([O:26]C)=[O:25])[CH:22]=[CH:23][C:18]=4[CH2:17][N:16]4[CH:28]=[CH:29][CH:30]=[C:15]4[CH2:14]3)=[O:12])=[CH:9][CH:8]=2)[CH2:6][CH2:5][CH2:4][CH2:3][CH2:2]1.[OH-].[Na+:34], predict the reaction product. The product is: [Na+:34].[CH:1]1([C:7]2[CH:32]=[CH:31][C:10]([C:11]([N:13]3[C:19]4[CH:20]=[C:21]([C:24]([O-:26])=[O:25])[CH:22]=[CH:23][C:18]=4[CH2:17][N:16]4[CH:28]=[CH:29][CH:30]=[C:15]4[CH2:14]3)=[O:12])=[CH:9][CH:8]=2)[CH2:6][CH2:5][CH2:4][CH2:3][CH2:2]1. (5) The product is: [CH3:37][N:36]([CH3:41])[C:2]1[N:7]=[CH:6][C:5]([C:8]([C:10]2[C:19](=[O:20])[C:18]3[C:13](=[CH:14][C:15]([O:23][CH3:24])=[C:16]([O:21][CH3:22])[CH:17]=3)[N:12]([CH2:25][C:26]3[CH:31]=[CH:30][C:29]([S:32]([CH3:35])(=[O:34])=[O:33])=[CH:28][CH:27]=3)[CH:11]=2)=[O:9])=[CH:4][CH:3]=1. Given the reactants Cl[C:2]1[N:7]=[CH:6][C:5]([C:8]([C:10]2[C:19](=[O:20])[C:18]3[C:13](=[CH:14][C:15]([O:23][CH3:24])=[C:16]([O:21][CH3:22])[CH:17]=3)[N:12]([CH2:25][C:26]3[CH:31]=[CH:30][C:29]([S:32]([CH3:35])(=[O:34])=[O:33])=[CH:28][CH:27]=3)[CH:11]=2)=[O:9])=[CH:4][CH:3]=1.[N:36]1[CH:41]=CC=C[CH:37]=1.CNC, predict the reaction product. (6) Given the reactants [CH2:1]([C:3]1[NH:7][N:6]=[C:5]([C:8]([NH2:10])=[O:9])[C:4]=1[N+:11]([O-:13])=[O:12])[CH3:2].C(=O)([O-])[O-].[Na+].[Na+].[I-].[Na+].CS(O[CH:27]1[CH2:30][N:29]([CH:31]([C:38]2[CH:43]=[CH:42][CH:41]=[CH:40][CH:39]=2)[C:32]2[CH:37]=[CH:36][CH:35]=[CH:34][CH:33]=2)[CH2:28]1)(=O)=O, predict the reaction product. The product is: [CH:31]([N:29]1[CH2:30][CH:27]([N:7]2[C:3]([CH2:1][CH3:2])=[C:4]([N+:11]([O-:13])=[O:12])[C:5]([C:8]([NH2:10])=[O:9])=[N:6]2)[CH2:28]1)([C:38]1[CH:39]=[CH:40][CH:41]=[CH:42][CH:43]=1)[C:32]1[CH:33]=[CH:34][CH:35]=[CH:36][CH:37]=1. (7) Given the reactants [Br:1][C:2]1[C:3]([NH2:10])=[N:4][CH:5]=[C:6](Br)[C:7]=1[CH3:8].[Li]CCCC, predict the reaction product. The product is: [Br:1][C:2]1[C:3]([NH2:10])=[N:4][CH:5]=[CH:6][C:7]=1[CH3:8]. (8) Given the reactants [CH3:1][N:2]1[C:6]([CH:7]2[CH2:13][CH2:12][CH:11]=[CH:10][CH2:9][O:8]2)=[C:5]([N+:14]([O-:16])=[O:15])[CH:4]=[N:3]1.C1C=C(Cl)C=C(C(OO)=[O:25])C=1, predict the reaction product. The product is: [CH:11]12[O:25][CH:10]1[CH2:9][O:8][CH:7]([C:6]1[N:2]([CH3:1])[N:3]=[CH:4][C:5]=1[N+:14]([O-:16])=[O:15])[CH2:13][CH2:12]2.